Dataset: HIV replication inhibition screening data with 41,000+ compounds from the AIDS Antiviral Screen. Task: Binary Classification. Given a drug SMILES string, predict its activity (active/inactive) in a high-throughput screening assay against a specified biological target. The molecule is O=c1n(CCCN2CCOCC2)nc2n1-c1ccc3ccccc3c1SC2. The result is 0 (inactive).